Dataset: Peptide-MHC class I binding affinity with 185,985 pairs from IEDB/IMGT. Task: Regression. Given a peptide amino acid sequence and an MHC pseudo amino acid sequence, predict their binding affinity value. This is MHC class I binding data. The peptide sequence is GTVTMECSPR. The MHC is HLA-A68:01 with pseudo-sequence HLA-A68:01. The binding affinity (normalized) is 0.585.